Regression. Given two drug SMILES strings and cell line genomic features, predict the synergy score measuring deviation from expected non-interaction effect. From a dataset of NCI-60 drug combinations with 297,098 pairs across 59 cell lines. Drug 1: C1CC(=O)NC(=O)C1N2CC3=C(C2=O)C=CC=C3N. Drug 2: CC12CCC3C(C1CCC2OP(=O)(O)O)CCC4=C3C=CC(=C4)OC(=O)N(CCCl)CCCl.[Na+]. Cell line: OVCAR-5. Synergy scores: CSS=1.30, Synergy_ZIP=-6.80, Synergy_Bliss=-13.1, Synergy_Loewe=-11.5, Synergy_HSA=-10.8.